Dataset: Peptide-MHC class I binding affinity with 185,985 pairs from IEDB/IMGT. Task: Regression. Given a peptide amino acid sequence and an MHC pseudo amino acid sequence, predict their binding affinity value. This is MHC class I binding data. (1) The peptide sequence is YACIQSKQA. The MHC is Mamu-B01 with pseudo-sequence Mamu-B01. The binding affinity (normalized) is 0.130. (2) The peptide sequence is MTLMKGASK. The MHC is HLA-A11:01 with pseudo-sequence HLA-A11:01. The binding affinity (normalized) is 0.541.